Dataset: Reaction yield outcomes from USPTO patents with 853,638 reactions. Task: Predict the reaction yield, written as a fraction of the theoretical maximum amount of product (1.0 means a 100% yield; for example, 0.34 means a 34% yield). (1) The catalyst is ClCCl. The product is [F:40][C:36]1[CH:35]=[C:34]([NH:33][C@:16]2([CH2:15][NH:14][S:8]([O:9][C:5]3[CH:6]=[CH:12][CH:13]=[C:3]([O:2][CH3:1])[C:4]=3[OH:53])(=[O:10])=[O:11])[CH2:21][CH2:20][N:19]([C:22]([O:24][CH2:25][C:26]3[CH:31]=[CH:30][CH:29]=[CH:28][CH:27]=3)=[O:23])[C@@H:18]([CH3:32])[CH2:17]2)[CH:39]=[CH:38][CH:37]=1. The reactants are [CH3:1][O:2][C:3]1[CH:13]=[CH:12][C:6]2O[S:8](=[O:11])(=[O:10])[O:9][C:5]=2[CH:4]=1.[NH2:14][CH2:15][C@@:16]1([NH:33][C:34]2[CH:39]=[CH:38][CH:37]=[C:36]([F:40])[CH:35]=2)[CH2:21][CH2:20][N:19]([C:22]([O:24][CH2:25][C:26]2[CH:31]=[CH:30][CH:29]=[CH:28][CH:27]=2)=[O:23])[C@@H:18]([CH3:32])[CH2:17]1.C(N(CC)CC)C.Cl.CN(C=[O:53])C. The yield is 0.970. (2) The reactants are Br[C:2]1[CH:7]=[C:6]([S:8]([CH3:10])=[O:9])[C:5](Br)=[CH:4][C:3]=1[S:12]([CH3:14])=[O:13].CC1(C)C(C)(C)OB([C:23]2[S:24][C:25]([CH2:28][CH2:29][CH2:30][CH2:31][CH3:32])=[CH:26][CH:27]=2)O1. The catalyst is C1COCC1.C1C=CC([P]([Pd]([P](C2C=CC=CC=2)(C2C=CC=CC=2)C2C=CC=CC=2)([P](C2C=CC=CC=2)(C2C=CC=CC=2)C2C=CC=CC=2)[P](C2C=CC=CC=2)(C2C=CC=CC=2)C2C=CC=CC=2)(C2C=CC=CC=2)C2C=CC=CC=2)=CC=1. The product is [CH3:14][S:12]([C:3]1[CH:4]=[C:5]([C:23]2[S:24][C:25]([CH2:28][CH2:29][CH2:30][CH2:31][CH3:32])=[CH:26][CH:27]=2)[C:6]([S:8]([CH3:10])=[O:9])=[CH:7][C:2]=1[C:23]1[S:24][C:25]([CH2:28][CH2:29][CH2:30][CH2:31][CH3:32])=[CH:26][CH:27]=1)=[O:13]. The yield is 0.630. (3) The reactants are [Cl:1][C:2]1[CH:3]=[C:4]([C:8]2[O:12][N:11]=[C:10]([CH:13](O)[CH3:14])[N:9]=2)[CH:5]=[CH:6][CH:7]=1.O=S(Cl)[Cl:18]. The catalyst is CN(C=O)C. The product is [Cl:18][CH:13]([C:10]1[N:9]=[C:8]([C:4]2[CH:5]=[CH:6][CH:7]=[C:2]([Cl:1])[CH:3]=2)[O:12][N:11]=1)[CH3:14]. The yield is 0.930. (4) The reactants are [OH:1][C:2]1[CH:9]=[C:8]([CH2:10][OH:11])[CH:7]=[CH:6][C:3]=1[CH:4]=O.[C:12](OCC)(=[O:17])[CH2:13][C:14]([CH3:16])=[O:15].N1CCCCC1. The catalyst is CC#N. The product is [C:14]([C:13]1[C:12](=[O:17])[O:1][C:2]2[C:3]([CH:4]=1)=[CH:6][CH:7]=[C:8]([CH2:10][OH:11])[CH:9]=2)(=[O:15])[CH3:16]. The yield is 0.430. (5) The reactants are [P:1](Cl)([Cl:4])([Cl:3])=[O:2].[CH3:6][CH:7]([CH:13]([CH2:16][CH2:17][CH:18]([CH3:24])[CH2:19][C:20]([CH3:23])([CH3:22])[CH3:21])[CH2:14][OH:15])[CH2:8][C:9]([CH3:12])([CH3:11])[CH3:10].C(N(CC)CC)C. The catalyst is C1(C)C=CC=CC=1. The product is [P:1]([Cl:4])([Cl:3])([O:15][CH2:14][CH:13]([CH:7]([CH3:6])[CH2:8][C:9]([CH3:10])([CH3:11])[CH3:12])[CH2:16][CH2:17][CH:18]([CH3:24])[CH2:19][C:20]([CH3:22])([CH3:21])[CH3:23])=[O:2]. The yield is 0.347. (6) The reactants are [NH2:1][C:2]1[C:11]2[C:6](=[C:7](I)[C:8]([F:12])=[CH:9][CH:10]=2)[N:5]=[N:4][C:3]=1[C:14]([NH:16][CH:17]1[CH2:19][CH2:18]1)=[O:15].[CH3:20][O:21][C:22]1[CH:27]=[CH:26][C:25]([CH3:28])=[CH:24][C:23]=1B(O)O. No catalyst specified. The product is [NH2:1][C:2]1[C:11]2[C:6](=[C:7]([C:23]3[CH:24]=[C:25]([CH3:28])[CH:26]=[CH:27][C:22]=3[O:21][CH3:20])[C:8]([F:12])=[CH:9][CH:10]=2)[N:5]=[N:4][C:3]=1[C:14]([NH:16][CH:17]1[CH2:19][CH2:18]1)=[O:15]. The yield is 0.760. (7) The reactants are [Cl:1][C:2]1[CH:3]=[C:4]([C:8]#[C:9][C:10]2[NH:11][O:12][CH:13]3[NH:17][CH2:16][CH2:15][C:14]=23)[CH:5]=[CH:6][CH:7]=1.[S:18]1[CH:22]=[C:21]([C:23](Cl)=[O:24])[N:20]=[CH:19]1. The catalyst is C(Cl)Cl. The product is [Cl:1][C:2]1[CH:3]=[C:4]([C:8]#[C:9][C:10]2[CH:14]3[CH2:15][CH2:16][N:17]([C:23]([C:21]4[N:20]=[CH:19][S:18][CH:22]=4)=[O:24])[CH:13]3[O:12][N:11]=2)[CH:5]=[CH:6][CH:7]=1. The yield is 0.170.